Dataset: Forward reaction prediction with 1.9M reactions from USPTO patents (1976-2016). Task: Predict the product of the given reaction. Given the reactants [S:1]1[CH:5]=[CH:4][C:3]([CH2:6][C:7]([OH:9])=[O:8])=[CH:2]1.[CH3:10]O, predict the reaction product. The product is: [S:1]1[CH:5]=[CH:4][C:3]([CH2:6][C:7]([O:9][CH3:10])=[O:8])=[CH:2]1.